This data is from Experimentally validated miRNA-target interactions with 360,000+ pairs, plus equal number of negative samples. The task is: Binary Classification. Given a miRNA mature sequence and a target amino acid sequence, predict their likelihood of interaction. (1) The miRNA is hsa-miR-769-5p with sequence UGAGACCUCUGGGUUCUGAGCU. The protein sequence of the target gene is MLPLSLLKTAQNHPMLVELKNGETYNGHLVSCDNWMNINLREVICTSRDGDKFWRMPECYIRGSTIKYLRIPDEIIDMVKEEVVAKGRGRGGLQQQKQQKGRGMGGAGRGVFGGRGRGGIPGTGRGQPEKKPGRQAGKQ. Result: 1 (interaction). (2) The miRNA is hsa-miR-890 with sequence UACUUGGAAAGGCAUCAGUUG. The protein sequence of the target gene is MQIFVKTLTGKTITLEVEPSDTIENVKAKIQDKEGIPPDQQRLIFAGKQLEDGRTLSDYNIQKESTLHLVLRLRGGIIEPSLRQLAQKYNCDKMICRKCYARLHPRAVNCRKKKCGHTNNLRPKKKVK. Result: 0 (no interaction). (3) The miRNA is hsa-miR-4781-5p with sequence UAGCGGGGAUUCCAAUAUUGG. The protein sequence of the target gene is MLIEDVDALKSWLAKLLEPICDADPSALANYVVALVKKDKPEKELKAFCADQLDVFLQKETSGFVDKLFESLYTKNYLPPLEPVKPEPKPLVQEKEEIKEEVFQEPAEEERDTRKKKYPSPQKSRSESSERRTREKKREDGKWRDYERYYERNELYREKYDWRRGRSKSRSKSRGLSRSRSRSRGRSKDRDPNRNVEHRERSKFKSERNDLESSYVPVSAPPPSSSEQYSSGAQSIPSTVTVIAPAHHSENTTESWSNYYNNHSSSNSFGRNPPPKRRCRDYDERGFCVLGDLCQFDHGN.... Result: 0 (no interaction). (4) The miRNA is hsa-miR-4422 with sequence AAAAGCAUCAGGAAGUACCCA. The protein sequence of the target gene is METFDPTELPELLKLYYRRLFPYSQYYRWLNYGGVIKNYFQHREFSFTLKDDIYIRYQSFNNQSDLEKEMQKMNPYKIDIGAVYSHRPNQHNTVKLGAFQAQEKELVFDIDMTDYDDVRRCCSSADICPKCWTLMTMAIRIIDRALKEDFGFKHRLWVYSGRRGVHCWVCDESVRKLSSAVRSGIVEYLSLVKGGQDVKKKVHLSEKIHPFIRKSINIIKKYFEEYALVNQDILENKESWDKILALVPETIHDELQQSFQKSHNSLQRWEHLKKVASRYQNNIKNDKYGPWLEWEIMLQY.... Result: 1 (interaction).